Dataset: Reaction yield outcomes from USPTO patents with 853,638 reactions. Task: Predict the reaction yield, written as a fraction of the theoretical maximum amount of product (1.0 means a 100% yield; for example, 0.34 means a 34% yield). (1) The yield is 0.980. The catalyst is O1CCCC1. The reactants are [CH3:1][O:2][C:3]([O:6][CH3:7])([CH3:5])[CH3:4].C1(C)C=CC(S(O)(=O)=O)=CC=1.[N+:19]([C:22]1[CH:33]=[CH:32][C:25]([O:26][CH2:27]C(O)CO)=[CH:24][C:23]=1[C:34]([F:37])([F:36])[F:35])([O-:21])=[O:20]. The product is [CH3:4][C:3]1([CH3:5])[O:6][CH:7]([CH2:27][O:26][C:25]2[CH:32]=[CH:33][C:22]([N+:19]([O-:21])=[O:20])=[C:23]([C:34]([F:35])([F:36])[F:37])[CH:24]=2)[CH2:1][O:2]1. (2) The reactants are [CH2:1]([N:8](C)[CH2:9][CH2:10][C:11]([NH:13][CH2:14][CH2:15][O:16][CH3:17])=[O:12])C1C=CC=CC=1. The catalyst is CO.[Pd]. The product is [CH3:17][O:16][CH2:15][CH2:14][NH:13][C:11](=[O:12])[CH2:10][CH2:9][NH:8][CH3:1]. The yield is 0.280. (3) The reactants are [Br:1][C:2]1[NH:3][C:4]2[C:9]([C:10]=1[CH:11]1[CH2:16][CH2:15][CH2:14][CH2:13][CH2:12]1)=[CH:8][CH:7]=[C:6]([C:17]([O:19][CH3:20])=[O:18])[CH:5]=2.[H-].[Na+].[CH3:23][O:24][CH:25]([O:28][CH3:29])[CH2:26]Br. The catalyst is CN(C=O)C. The product is [Br:1][C:2]1[N:3]([CH2:26][CH:25]([O:28][CH3:29])[O:24][CH3:23])[C:4]2[C:9]([C:10]=1[CH:11]1[CH2:16][CH2:15][CH2:14][CH2:13][CH2:12]1)=[CH:8][CH:7]=[C:6]([C:17]([O:19][CH3:20])=[O:18])[CH:5]=2. The yield is 0.790. (4) The catalyst is CN(C)C=O.O. The yield is 0.800. The reactants are [I:1][C:2]1[CH:7]=[CH:6][CH:5]=[CH:4][C:3]=1[NH:8][C:9](=[O:18])[O:10][CH2:11][C:12]1[CH:17]=[CH:16][CH:15]=[CH:14][CH:13]=1.[C:19](=O)([O-])[O-].[Cs+].[Cs+].IC. The product is [I:1][C:2]1[CH:7]=[CH:6][CH:5]=[CH:4][C:3]=1[N:8]([CH3:19])[C:9](=[O:18])[O:10][CH2:11][C:12]1[CH:13]=[CH:14][CH:15]=[CH:16][CH:17]=1. (5) The reactants are [CH2:1]([O:3][P:4]([C:9]1[C:18]2[C:13](=[CH:14][CH:15]=[CH:16][CH:17]=2)[C:12]([N:19]2[CH2:23][CH2:22][CH2:21][CH2:20]2)=[CH:11][CH:10]=1)(=[O:8])[O:5]CC)[CH3:2]. The catalyst is N1CCCC1. The product is [CH2:1]([O:3][P:4]([C:9]1[C:18]2[C:13](=[CH:14][CH:15]=[CH:16][CH:17]=2)[C:12]([N:19]2[CH2:23][CH2:22][CH2:21][CH2:20]2)=[CH:11][CH:10]=1)(=[O:5])[OH:8])[CH3:2]. The yield is 0.550. (6) The reactants are [C:1]([C@H:3]1[CH2:8][CH2:7][C@H:6](C(O)=O)[CH2:5][CH2:4]1)#[N:2].C([N:14]([CH2:17]C)CC)C.C1(P(N=[N+]=[N-])(C2C=CC=CC=2)=[O:26])C=CC=CC=1.C(OCC)(=O)C.[C:42]([OH:46])([CH3:45])([CH3:44])[CH3:43]. No catalyst specified. The product is [C:1]([C@H:3]1[CH2:4][CH2:5][C@H:6]([NH:14][C:17](=[O:26])[O:46][C:42]([CH3:45])([CH3:44])[CH3:43])[CH2:7][CH2:8]1)#[N:2]. The yield is 0.540.